From a dataset of Full USPTO retrosynthesis dataset with 1.9M reactions from patents (1976-2016). Predict the reactants needed to synthesize the given product. (1) Given the product [CH2:1]([C:5]12[CH2:17][CH2:16][C:15](=[O:18])[C:14]([C:19]3[CH:20]=[CH:21][C:22]([OH:25])=[CH:23][CH:24]=3)=[C:13]1[C:12]1[C:7](=[CH:8][C:9]([OH:26])=[CH:10][CH:11]=1)[CH2:6]2)[CH2:2][CH2:3][CH3:4], predict the reactants needed to synthesize it. The reactants are: [CH2:1]([C:5]12[CH2:17][CH2:16][C:15](=[O:18])[C:14]([C:19]3[CH:24]=[CH:23][C:22]([OH:25])=[CH:21][CH:20]=3)=[C:13]1[C:12]1[C:7](=[CH:8][C:9]([O:26]C)=[CH:10][CH:11]=1)[CH2:6]2)[CH2:2][CH2:3][CH3:4].[Al+3].[Cl-].[Cl-].[Cl-].CC(S)C.Cl. (2) The reactants are: [CH:1]1(P([CH:1]2[CH2:6][CH2:5][CH2:4][CH2:3][CH2:2]2)C2C=CC=CC=2C2C(C(C)C)=CC(C(C)C)=CC=2C(C)C)[CH2:6][CH2:5][CH2:4][CH2:3][CH2:2]1.[NH2:35][C:36]1[CH:44]=[CH:43][CH:42]=[CH:41][C:37]=1[C:38]([NH2:40])=[O:39].C([O-])([O-])=O.[K+].[K+].BrC1C=CC=CC=1. Given the product [C:1]1([NH:35][C:36]2[CH:44]=[CH:43][CH:42]=[CH:41][C:37]=2[C:38]([NH2:40])=[O:39])[CH:6]=[CH:5][CH:4]=[CH:3][CH:2]=1, predict the reactants needed to synthesize it.